From a dataset of Full USPTO retrosynthesis dataset with 1.9M reactions from patents (1976-2016). Predict the reactants needed to synthesize the given product. (1) Given the product [Cl:29][C:25]1[C:21]([C:22]([OH:24])=[O:23])=[CH:20][N:19]=[C:18]([C:17]([F:16])([F:27])[F:28])[CH:26]=1, predict the reactants needed to synthesize it. The reactants are: CC1(C)CCCC(C)(C)N1.C([Li])CCC.[F:16][C:17]([F:28])([F:27])[C:18]1[CH:26]=[CH:25][C:21]([C:22]([OH:24])=[O:23])=[CH:20][N:19]=1.[Cl:29]C(Cl)(Cl)C(Cl)(Cl)Cl.[Cl-].[NH4+]. (2) The reactants are: [C@H:1]12[CH2:8][C@H:4]([CH2:5][CH:6]1[OH:7])[CH2:3][NH:2]2.F[C:10]1[CH:17]=[CH:16][C:13]([C:14]#[N:15])=[CH:12][CH:11]=1.CN(C=O)C.C([O-])([O-])=O.[K+].[K+]. Given the product [OH:7][CH:6]1[C@H:1]2[CH2:8][C@H:4]([CH2:3][N:2]2[C:10]2[CH:17]=[CH:16][C:13]([C:14]#[N:15])=[CH:12][CH:11]=2)[CH2:5]1, predict the reactants needed to synthesize it. (3) Given the product [C:30]([CH2:20][C@H:19]([NH:18][C:17](=[O:25])[C:16]([C:14]1[CH:15]=[C:11]([C:9]([NH:8][C:5]2[CH:6]=[CH:7][C:2]([F:1])=[C:3]([CH3:28])[CH:4]=2)=[O:10])[N:12]([CH3:27])[CH:13]=1)=[O:26])[CH3:24])#[N:29], predict the reactants needed to synthesize it. The reactants are: [F:1][C:2]1[CH:7]=[CH:6][C:5]([NH:8][C:9]([C:11]2[N:12]([CH3:27])[CH:13]=[C:14]([C:16](=[O:26])[C:17](=[O:25])[NH:18][C@H:19]([CH3:24])[C:20](F)(F)F)[CH:15]=2)=[O:10])=[CH:4][C:3]=1[CH3:28].[NH2:29][C@H:30](C)CC#N. (4) Given the product [Si:17]([O:16][CH2:15][C@@H:14]([N:8]1[C:9]2[C:4](=[CH:3][C:2]([CH3:33])=[C:11]([O:12][CH3:13])[N:10]=2)[C:5](=[O:32])[C:6]([C:27]([O:29][CH2:30][CH3:31])=[O:28])=[CH:7]1)[CH:24]([CH3:26])[CH3:25])([C:20]([CH3:23])([CH3:22])[CH3:21])([CH3:19])[CH3:18], predict the reactants needed to synthesize it. The reactants are: Br[C:2]1[CH:3]=[C:4]2[C:9](=[N:10][C:11]=1[O:12][CH3:13])[N:8]([C@@H:14]([CH:24]([CH3:26])[CH3:25])[CH2:15][O:16][Si:17]([C:20]([CH3:23])([CH3:22])[CH3:21])([CH3:19])[CH3:18])[CH:7]=[C:6]([C:27]([O:29][CH2:30][CH3:31])=[O:28])[C:5]2=[O:32].[CH3:33]B(O)O.C1COCC1.C(=O)([O-])[O-].[Na+].[Na+]. (5) Given the product [CH3:33][O:34][C:35]1[N:40]=[C:39]([C:2]2[CH:3]=[C:4]([C:8]3[O:12][N:11]=[C:10]4[CH:13]=[CH:14][C:15]([C:17]5[CH:22]=[CH:21][N:20]=[C:19]([NH:23][C:24](=[O:26])[CH3:25])[N:18]=5)=[CH:16][C:9]=34)[CH:5]=[CH:6][CH:7]=2)[C:38]([O:41][CH3:42])=[CH:37][N:36]=1, predict the reactants needed to synthesize it. The reactants are: Br[C:2]1[CH:3]=[C:4]([C:8]2[O:12][N:11]=[C:10]3[CH:13]=[CH:14][C:15]([C:17]4[CH:22]=[CH:21][N:20]=[C:19]([NH:23][C:24](=[O:26])[CH3:25])[N:18]=4)=[CH:16][C:9]=23)[CH:5]=[CH:6][CH:7]=1.C(=O)([O-])[O-].[Cs+].[Cs+].[CH3:33][O:34][C:35]1[N:40]=[CH:39][C:38]([O:41][CH3:42])=[C:37](B(O)O)[N:36]=1.C(P(C(C)(C)C)C(C)(C)C)(C)(C)C. (6) Given the product [Cl-:40].[Cl:40][C:41]1[CH:42]=[C:43]([NH:65][C:66]([NH:68][C:69](=[O:77])[CH2:70][C:71]2[CH:76]=[CH:75][CH:74]=[CH:73][CH:72]=2)=[S:67])[CH:44]=[C:45]([Cl:64])[C:46]=1[O:47][C:48]1[CH:53]=[CH:52][NH+:51]=[C:50]2[CH:54]=[C:55]([C:57]([N:59]3[CH2:60][CH2:61][CH2:62][CH2:63]3)=[O:58])[S:56][C:49]=12, predict the reactants needed to synthesize it. The reactants are: Cl.FC1C=C(NC(NC(=O)CC2C=CC=CC=2)=S)C=CC=1OC1C=CN=C2C=C(C(N3CCCCC3)=O)SC=12.[Cl:40][C:41]1[CH:42]=[C:43]([NH:65][C:66]([NH:68][C:69](=[O:77])[CH2:70][C:71]2[CH:76]=[CH:75][CH:74]=[CH:73][CH:72]=2)=[S:67])[CH:44]=[C:45]([Cl:64])[C:46]=1[O:47][C:48]1[CH:53]=[CH:52][N:51]=[C:50]2[CH:54]=[C:55]([C:57]([N:59]3[CH2:63][CH2:62][CH2:61][CH2:60]3)=[O:58])[S:56][C:49]=12.